Task: Predict the reactants needed to synthesize the given product.. Dataset: Full USPTO retrosynthesis dataset with 1.9M reactions from patents (1976-2016) (1) Given the product [Br:1][C:2]1[CH:3]=[C:4]([CH:40]=[CH:41][CH:42]=1)[CH:5]([N:9]1[CH2:10][CH2:11][N:12]([C:15]2[CH:16]=[CH:17][C:18]([NH:21][C:22]([C:24]3[C:25]([C:30]4[CH:35]=[CH:34][C:33]([C:36]([F:39])([F:37])[F:38])=[CH:32][CH:31]=4)=[CH:26][CH:27]=[CH:28][CH:29]=3)=[O:23])=[CH:19][CH:20]=2)[CH2:13][CH2:14]1)[C:6]1[S:8][CH:44]=[C:45]([CH3:46])[N:7]=1, predict the reactants needed to synthesize it. The reactants are: [Br:1][C:2]1[CH:3]=[C:4]([CH:40]=[CH:41][CH:42]=1)[CH:5]([N:9]1[CH2:14][CH2:13][N:12]([C:15]2[CH:20]=[CH:19][C:18]([NH:21][C:22]([C:24]3[C:25]([C:30]4[CH:35]=[CH:34][C:33]([C:36]([F:39])([F:38])[F:37])=[CH:32][CH:31]=4)=[CH:26][CH:27]=[CH:28][CH:29]=3)=[O:23])=[CH:17][CH:16]=2)[CH2:11][CH2:10]1)[C:6](=[S:8])[NH2:7].Cl[CH2:44][C:45](=O)[CH3:46].O. (2) The reactants are: Br[C:2]1[CH:15]=[C:14]2[C:5]([O:6][CH2:7][CH2:8][C:9]3[S:10][C:11]([C:16]([NH2:18])=[O:17])=[N:12][C:13]=32)=[CH:4][C:3]=1[F:19].[F:20][CH2:21][C:22]([CH3:26])([OH:25])[C:23]#[CH:24]. Given the product [F:19][C:3]1[C:2]([C:24]#[C:23][C:22]([OH:25])([CH3:26])[CH2:21][F:20])=[CH:15][C:14]2[C:13]3[N:12]=[C:11]([C:16]([NH2:18])=[O:17])[S:10][C:9]=3[CH2:8][CH2:7][O:6][C:5]=2[CH:4]=1, predict the reactants needed to synthesize it. (3) Given the product [CH3:9][N:10]([CH3:15])[C:11]([S:12][CH3:13])=[CH:2][C:1]#[N:3], predict the reactants needed to synthesize it. The reactants are: [C:1](#[N:3])[CH3:2].C([Li])CCC.[CH3:9][N:10]([CH3:15])[C:11](=S)[S:12][CH3:13].CI. (4) Given the product [CH3:41][C:23]1[N:22]=[N:21][N:20]([C:17]2[CH:18]=[CH:19][C:14]([C:11]3[CH:10]=[CH:9][C:8]([C:5]4([C:3]([OH:4])=[O:2])[CH2:7][CH2:6]4)=[CH:13][CH:12]=3)=[CH:15][CH:16]=2)[C:24]=1[NH:25][C:26]([O:28][C@@H:29]([C:31]1[CH:36]=[CH:35][CH:34]=[C:33]([C:37]([F:39])([F:38])[F:40])[CH:32]=1)[CH3:30])=[O:27], predict the reactants needed to synthesize it. The reactants are: C[O:2][C:3]([C:5]1([C:8]2[CH:13]=[CH:12][C:11]([C:14]3[CH:19]=[CH:18][C:17]([N:20]4[C:24]([NH:25][C:26]([O:28][C@@H:29]([C:31]5[CH:36]=[CH:35][CH:34]=[C:33]([C:37]([F:40])([F:39])[F:38])[CH:32]=5)[CH3:30])=[O:27])=[C:23]([CH3:41])[N:22]=[N:21]4)=[CH:16][CH:15]=3)=[CH:10][CH:9]=2)[CH2:7][CH2:6]1)=[O:4].C1COCC1.C(O)C.[OH-].[Na+]. (5) Given the product [CH:1]1([C:5]2[C:9]3[CH2:10][NH:11][CH2:12][CH2:13][C:8]=3[NH:7][N:6]=2)[CH2:4][CH2:3][CH2:2]1, predict the reactants needed to synthesize it. The reactants are: [CH:1]1([C:5]2[C:9]3[CH2:10][N:11](C(OC(C)(C)C)=O)[CH2:12][CH2:13][C:8]=3[NH:7][N:6]=2)[CH2:4][CH2:3][CH2:2]1.Cl.O1CCOCC1. (6) Given the product [CH:1]12[CH2:10][CH:5]3[CH2:6][CH:7]([CH2:9][CH:3]([CH2:4]3)[CH:2]1[NH:11][C:12]([C:14]1[N:19]=[C:18]([N:20]3[CH2:25][CH2:24][N:23]([CH2:26][CH2:27][C:28]([OH:30])=[O:29])[CH2:22][CH2:21]3)[CH:17]=[CH:16][CH:15]=1)=[O:13])[CH2:8]2, predict the reactants needed to synthesize it. The reactants are: [CH:1]12[CH2:10][CH:5]3[CH2:6][CH:7]([CH2:9][CH:3]([CH2:4]3)[CH:2]1[NH:11][C:12]([C:14]1[N:19]=[C:18]([N:20]3[CH2:25][CH2:24][N:23]([CH2:26][CH2:27][C:28]([O:30]C)=[O:29])[CH2:22][CH2:21]3)[CH:17]=[CH:16][CH:15]=1)=[O:13])[CH2:8]2.Cl.